This data is from Full USPTO retrosynthesis dataset with 1.9M reactions from patents (1976-2016). The task is: Predict the reactants needed to synthesize the given product. (1) Given the product [C:1]([C:5]1[CH:9]=[C:8]([NH:10][C:11]2[CH:19]=[CH:18][C:17]([O:20][CH3:21])=[CH:16][C:12]=2[C:13]([NH2:33])=[O:14])[N:7]([C:22]2[CH:27]=[CH:26][CH:25]=[CH:24][C:23]=2[CH3:28])[N:6]=1)([CH3:2])([CH3:3])[CH3:4], predict the reactants needed to synthesize it. The reactants are: [C:1]([C:5]1[CH:9]=[C:8]([NH:10][C:11]2[CH:19]=[CH:18][C:17]([O:20][CH3:21])=[CH:16][C:12]=2[C:13](O)=[O:14])[N:7]([C:22]2[CH:27]=[CH:26][CH:25]=[CH:24][C:23]=2[CH3:28])[N:6]=1)([CH3:4])([CH3:3])[CH3:2].[Cl-].[NH4+].Cl.C[N:33](C)CCCN=C=NCC.C1C=C2N=NN(O)C2=CC=1.O.C(N(CC)CC)C. (2) Given the product [Cl:27][C:28]1[CH:33]=[CH:32][C:31]([NH:34][C:12]([C:10]2[N:11]=[C:7]([CH2:6][O:5][C:4]3[CH:15]=[CH:16][C:17]([CH2:18][CH2:19][CH2:20][CH2:21][N:22]4[CH:26]=[CH:25][N:24]=[N:23]4)=[C:2]([CH3:1])[CH:3]=3)[S:8][CH:9]=2)=[O:14])=[CH:30][CH:29]=1, predict the reactants needed to synthesize it. The reactants are: [CH3:1][C:2]1[CH:3]=[C:4]([CH:15]=[CH:16][C:17]=1[CH2:18][CH2:19][CH2:20][CH2:21][N:22]1[CH:26]=[CH:25][N:24]=[N:23]1)[O:5][CH2:6][C:7]1[S:8][CH:9]=[C:10]([C:12]([OH:14])=O)[N:11]=1.[Cl:27][C:28]1[CH:33]=[CH:32][C:31]([NH2:34])=[CH:30][CH:29]=1.